From a dataset of Catalyst prediction with 721,799 reactions and 888 catalyst types from USPTO. Predict which catalyst facilitates the given reaction. (1) Reactant: COC1C=C(OC)C=CC=1C[O:6][NH:7][C:8](=[O:26])[CH2:9][CH2:10][CH2:11][CH2:12][CH2:13][NH:14][C:15]([NH:17][C:18](=[O:25])[C:19]1[CH:24]=[CH:23][CH:22]=[CH:21][CH:20]=1)=[S:16].C([SiH](CC)CC)C.C(O)(C(F)(F)F)=O. Product: [OH:6][NH:7][C:8](=[O:26])[CH2:9][CH2:10][CH2:11][CH2:12][CH2:13][NH:14][C:15]([NH:17][C:18](=[O:25])[C:19]1[CH:20]=[CH:21][CH:22]=[CH:23][CH:24]=1)=[S:16]. The catalyst class is: 2. (2) Reactant: [CH2:1]([N:3]([CH2:14][CH3:15])[CH2:4][CH2:5][O:6][C:7]1[CH:8]=[C:9]([NH2:13])[CH:10]=[CH:11][CH:12]=1)[CH3:2].C(N(CC)C[CH2:20][O:21][C:22]1C=CC=C([N+]([O-])=O)C=1)C.C[OH:34]. Product: [CH3:22][O:21][C:20](=[O:34])[C:12]1[CH:11]=[CH:10][C:9]([NH2:13])=[CH:8][C:7]=1[O:6][CH2:5][CH2:4][N:3]([CH2:1][CH3:2])[CH2:14][CH3:15]. The catalyst class is: 45. (3) The catalyst class is: 7. Product: [F:19][C:18]([F:21])([F:20])[CH:14]([OH:15])[CH2:13][C:5]1([CH3:12])[C:4]2[C:9](=[CH:10][CH:11]=[C:2]([F:1])[CH:3]=2)[O:8][CH2:7][CH2:6]1. Reactant: [F:1][C:2]1[CH:3]=[C:4]2[C:9](=[CH:10][CH:11]=1)[O:8][CH2:7][CH2:6][C:5]2([CH2:13][CH:14]=[O:15])[CH3:12].C[Si](C)(C)[C:18]([F:21])([F:20])[F:19].[F-].C([N+](CCCC)(CCCC)CCCC)CCC. (4) Reactant: C([O:8][C:9]1[CH:24]=[CH:23][C:12]([O:13][CH2:14][CH2:15][CH2:16][N:17]2[CH2:22][CH2:21][CH2:20][CH2:19][CH2:18]2)=[CH:11][CH:10]=1)C1C=CC=CC=1.C([O-])=O.[NH4+]. Product: [N:17]1([CH2:16][CH2:15][CH2:14][O:13][C:12]2[CH:11]=[CH:10][C:9]([OH:8])=[CH:24][CH:23]=2)[CH2:18][CH2:19][CH2:20][CH2:21][CH2:22]1. The catalyst class is: 43. (5) Reactant: N(OC(C)(C)C)=O.N[C:9]1[CH:14]=[C:13]([C:15]2[CH:20]=[C:19]([CH3:21])[CH:18]=[CH:17][C:16]=2[O:22][CH3:23])[N:12]=[C:11]([N:24]2[C:28]([C:29]([F:32])([F:31])[F:30])=[C:27]([C:33]([O:35][CH2:36][CH3:37])=[O:34])[CH:26]=[N:25]2)[CH:10]=1.[I:38]I. Product: [I:38][C:9]1[CH:14]=[C:13]([C:15]2[CH:20]=[C:19]([CH3:21])[CH:18]=[CH:17][C:16]=2[O:22][CH3:23])[N:12]=[C:11]([N:24]2[C:28]([C:29]([F:32])([F:31])[F:30])=[C:27]([C:33]([O:35][CH2:36][CH3:37])=[O:34])[CH:26]=[N:25]2)[CH:10]=1. The catalyst class is: 22. (6) Reactant: [CH2:1]([C:6]1[CH:11]=[CH:10][C:9]([OH:12])=[CH:8][CH:7]=1)[CH2:2][CH2:3][CH2:4][CH3:5].[Br:13][C:14]1[CH:15]=[CH:16][C:17](F)=[N:18][CH:19]=1.C([O-])([O-])=O.[K+].[K+].O. Product: [Br:13][C:14]1[CH:15]=[CH:16][C:17]([O:12][C:9]2[CH:8]=[CH:7][C:6]([CH2:1][CH2:2][CH2:3][CH2:4][CH3:5])=[CH:11][CH:10]=2)=[N:18][CH:19]=1. The catalyst class is: 197. (7) Product: [Br:13][C:11]1[CH:12]=[C:7]([CH2:6][C:5]([OH:25])=[O:4])[CH:8]=[C:9]([Br:24])[C:10]=1[O:14][C:15]1[CH:16]=[C:17]([Br:23])[C:18]([OH:22])=[C:19]([Br:21])[CH:20]=1. Reactant: [OH-].[Li+].C[O:4][C:5](=[O:25])[CH2:6][C:7]1[CH:12]=[C:11]([Br:13])[C:10]([O:14][C:15]2[CH:20]=[C:19]([Br:21])[C:18]([OH:22])=[C:17]([Br:23])[CH:16]=2)=[C:9]([Br:24])[CH:8]=1.Cl. The catalyst class is: 7. (8) Reactant: [CH3:1][C:2]([CH3:14])([CH3:13])[C:3]([NH:5][NH:6][C:7](=[O:12])[C:8]([O:10][CH3:11])=[O:9])=O.CC1C=CC(S(Cl)(=O)=O)=CC=1. Product: [C:2]([C:3]1[O:12][C:7]([C:8]([O:10][CH3:11])=[O:9])=[N:6][N:5]=1)([CH3:14])([CH3:13])[CH3:1]. The catalyst class is: 46.